From a dataset of Catalyst prediction with 721,799 reactions and 888 catalyst types from USPTO. Predict which catalyst facilitates the given reaction. (1) Reactant: [C:1]([O:5][C@@H:6]([C:11]1[C:42]([CH3:43])=[N:41][C:40]2=[CH:44][C:37]3=[N:38][N:39]2[C:12]=1[C:13]1[CH:47]=[C:46]2[C:16]([O:17][CH2:18][CH2:19][CH:20]2[CH2:21][CH:22]=[CH:23][CH2:24][CH2:25][C:26]2[CH:27]=[CH:28][CH:29]=[CH:30][C:31]=2[C:32]2[CH:45]=[C:36]3[CH:35]=[CH:34][CH:33]=2)=[CH:15][CH:14]=1)[C:7]([O:9][CH3:10])=[O:8])([CH3:4])([CH3:3])[CH3:2]. Product: [C:1]([O:5][C@@H:6]([C:11]1[C:42]([CH3:43])=[N:41][C:40]2=[CH:44][C:37]3=[N:38][N:39]2[C:12]=1[C:13]1[CH:47]=[C:46]2[C:16]([O:17][CH2:18][CH2:19][CH:20]2[CH2:21][CH2:22][CH2:23][CH2:24][CH2:25][C:26]2[CH:27]=[CH:28][CH:29]=[CH:30][C:31]=2[C:32]2[CH:45]=[C:36]3[CH:35]=[CH:34][CH:33]=2)=[CH:15][CH:14]=1)[C:7]([O:9][CH3:10])=[O:8])([CH3:4])([CH3:2])[CH3:3]. The catalyst class is: 19. (2) Reactant: [CH3:1][C:2]([CH3:4])=O.[CH3:5][O:6][C:7]1[CH:8]=[C:9]([C@@:15]23[CH2:23][CH2:22][C@@H:21]([NH:24]C(=O)OC(C)(C)C)[CH2:20][C@@H:19]2[NH:18][CH2:17][CH2:16]3)[CH:10]=[CH:11][C:12]=1[O:13][CH3:14].[BH3-]C#N.[Na+]. Product: [CH3:5][O:6][C:7]1[CH:8]=[C:9]([C@@:15]23[CH2:23][CH2:22][C@@H:21]([NH2:24])[CH2:20][C@@H:19]2[N:18]([CH:2]([CH3:4])[CH3:1])[CH2:17][CH2:16]3)[CH:10]=[CH:11][C:12]=1[O:13][CH3:14]. The catalyst class is: 5.